This data is from Ames mutagenicity test results for genotoxicity prediction. The task is: Regression/Classification. Given a drug SMILES string, predict its toxicity properties. Task type varies by dataset: regression for continuous values (e.g., LD50, hERG inhibition percentage) or binary classification for toxic/non-toxic outcomes (e.g., AMES mutagenicity, cardiotoxicity, hepatotoxicity). Dataset: ames. (1) The drug is ClCC(Cl)CCl. The result is 1 (mutagenic). (2) The drug is C=C(CC)C(=O)c1ccc(OCC(=O)O)c(Cl)c1Cl. The result is 0 (non-mutagenic).